The task is: Predict the reaction yield, written as a fraction of the theoretical maximum amount of product (1.0 means a 100% yield; for example, 0.34 means a 34% yield).. This data is from Reaction yield outcomes from USPTO patents with 853,638 reactions. (1) The reactants are [CH3:1][O:2][C:3](=[O:12])[CH:4]([C:6]1[CH:11]=[CH:10][CH:9]=[CH:8][CH:7]=1)Br.C(N(CC)CC)C.[NH:20]1[CH2:25][CH2:24][S:23][CH2:22][CH2:21]1. The catalyst is O1CCCC1. The product is [CH3:1][O:2][C:3](=[O:12])[CH:4]([C:6]1[CH:11]=[CH:10][CH:9]=[CH:8][CH:7]=1)[N:20]1[CH2:25][CH2:24][S:23][CH2:22][CH2:21]1. The yield is 0.970. (2) The reactants are [CH2:1]([N:8]1[C:16]2[C:11](=[CH:12][CH:13]=[C:14]([OH:17])[CH:15]=2)[C:10]([C:18]([NH:20][CH2:21][C:22]2[CH:27]=[CH:26][C:25]([F:28])=[C:24]([F:29])[CH:23]=2)=[O:19])=[C:9]1[CH:30]([CH3:32])[CH3:31])[C:2]1[CH:7]=[CH:6][CH:5]=[CH:4][CH:3]=1.C([O-])([O-])=O.[K+].[K+].[CH3:39][O:40][CH2:41][CH2:42]Br. The catalyst is CN(C=O)C. The product is [CH2:1]([N:8]1[C:16]2[C:11](=[CH:12][CH:13]=[C:14]([O:17][CH2:42][CH2:41][O:40][CH3:39])[CH:15]=2)[C:10]([C:18]([NH:20][CH2:21][C:22]2[CH:27]=[CH:26][C:25]([F:28])=[C:24]([F:29])[CH:23]=2)=[O:19])=[C:9]1[CH:30]([CH3:32])[CH3:31])[C:2]1[CH:7]=[CH:6][CH:5]=[CH:4][CH:3]=1. The yield is 0.490. (3) The reactants are [CH3:1][C:2]1([CH3:18])[O:6][C@H:5]([CH2:7][O:8][C:9]2[CH:17]=[CH:16][C:12]([C:13]([OH:15])=O)=[CH:11][CH:10]=2)[CH2:4][O:3]1.C(Cl)CCl.C1C=C2N=NN(O)C2=CC=1.O.[Cl:34][C:35]1[CH:36]=[C:37]([CH:42]=[CH:43][C:44]=1[O:45][CH:46]([CH3:48])[CH3:47])/[C:38](=[N:40]/O)/[NH2:39]. The catalyst is CN(C=O)C. The product is [Cl:34][C:35]1[CH:36]=[C:37]([C:38]2[N:40]=[C:13]([C:12]3[CH:11]=[CH:10][C:9]([O:8][CH2:7][C@@H:5]4[CH2:4][O:3][C:2]([CH3:1])([CH3:18])[O:6]4)=[CH:17][CH:16]=3)[O:15][N:39]=2)[CH:42]=[CH:43][C:44]=1[O:45][CH:46]([CH3:48])[CH3:47]. The yield is 0.700. (4) The reactants are [NH2:1][C:2]1[N:3]=[C:4]([N:19]2[CH2:24][CH2:23][N:22]([C:25](=[O:35])[CH2:26][O:27][C:28]3[CH:33]=[CH:32][C:31]([Cl:34])=[CH:30][CH:29]=3)[CH2:21][CH2:20]2)[C:5]2[N:10]=[C:9]([CH2:11][C:12]3[CH:17]=[CH:16][C:15]([Cl:18])=[CH:14][CH:13]=3)[S:8][C:6]=2[N:7]=1.[OH-].[Na+].[CH3:38]I. The catalyst is CN(C=O)C.ClCCl. The product is [NH2:1][C:2]1[N:3]=[C:4]([N:19]2[CH2:24][CH2:23][N:22]([C:25](=[O:35])[CH2:26][O:27][C:28]3[CH:29]=[CH:30][C:31]([Cl:34])=[CH:32][CH:33]=3)[CH2:21][CH2:20]2)[C:5]2[N:10]=[C:9]([CH:11]([C:12]3[CH:17]=[CH:16][C:15]([Cl:18])=[CH:14][CH:13]=3)[CH3:38])[S:8][C:6]=2[N:7]=1. The yield is 0.740. (5) The reactants are [NH2:1]C1C=CN=CC=1.C(N(CC)CC)C.Cl[C:16]([O:18][CH2:19][C:20]1[CH:25]=[CH:24][CH:23]=[CH:22][CH:21]=1)=[O:17]. The catalyst is C(Cl)Cl. The product is [C:16](=[O:17])([O:18][CH2:19][C:20]1[CH:25]=[CH:24][CH:23]=[CH:22][CH:21]=1)[NH2:1]. The yield is 0.600. (6) The reactants are Cl.[C:2](=[NH:8])([O:6][CH3:7])[CH:3]([CH3:5])[CH3:4].C(N(CC)CC)C.[C:16](Cl)(=[O:23])[C:17]1[CH:22]=[CH:21][CH:20]=[CH:19][CH:18]=1. The catalyst is C1(C)C=CC=CC=1. The product is [CH3:7][O:6][C:2](=[N:8][C:16](=[O:23])[C:17]1[CH:22]=[CH:21][CH:20]=[CH:19][CH:18]=1)[CH:3]([CH3:5])[CH3:4]. The yield is 0.910. (7) The reactants are [N:1]12[CH2:8][CH2:7][C:4]([C:9]([C:17]3[CH:22]=[CH:21][CH:20]=[CH:19][CH:18]=3)([C:11]3[CH:16]=[CH:15][CH:14]=[CH:13][CH:12]=3)[OH:10])([CH2:5][CH2:6]1)[CH2:3][CH2:2]2.[Br:23][CH2:24][CH2:25][CH2:26][O:27][C:28]1[CH:33]=[CH:32][CH:31]=[CH:30][C:29]=1[OH:34]. The catalyst is CC#N. The product is [Br-:23].[OH:10][C:9]([C:17]1[CH:22]=[CH:21][CH:20]=[CH:19][CH:18]=1)([C:11]1[CH:12]=[CH:13][CH:14]=[CH:15][CH:16]=1)[C:4]12[CH2:5][CH2:6][N+:1]([CH2:24][CH2:25][CH2:26][O:27][C:28]3[CH:33]=[CH:32][CH:31]=[CH:30][C:29]=3[OH:34])([CH2:2][CH2:3]1)[CH2:8][CH2:7]2. The yield is 0.750. (8) The reactants are Br[C:2]1[S:3][C:4]2[CH:10]=[C:9]([CH2:11][OH:12])[CH:8]=[CH:7][C:5]=2[N:6]=1.CCN(C(C)C)C(C)C.[NH2:22][C@@H:23]1[CH2:28][CH2:27][CH2:26][CH2:25][C@H:24]1[OH:29]. The catalyst is CC(N(C)C)=O. The product is [OH:12][CH2:11][C:9]1[CH:8]=[CH:7][C:5]2[N:6]=[C:2]([NH:22][C@@H:23]3[CH2:28][CH2:27][CH2:26][CH2:25][C@H:24]3[OH:29])[S:3][C:4]=2[CH:10]=1. The yield is 1.00.